Predict the reaction yield, written as a fraction of the theoretical maximum amount of product (1.0 means a 100% yield; for example, 0.34 means a 34% yield). From a dataset of Reaction yield outcomes from USPTO patents with 853,638 reactions. (1) The catalyst is ClCCl. The yield is 0.770. The reactants are [Cl:1][C:2]1[CH:3]=[C:4]2[C:8](=[CH:9][CH:10]=1)[N:7]([C:11]1[N:12]=[C:13]3[C:19]([C:20]([NH:22][C:23]([CH3:27])([CH3:26])[CH2:24][OH:25])=[O:21])=[CH:18][N:17](COCC[Si](C)(C)C)[C:14]3=[N:15][CH:16]=1)[N:6]=[C:5]2[CH3:36].FC(F)(F)C(O)=O. The product is [OH:25][CH2:24][C:23]([NH:22][C:20]([C:19]1[C:13]2[C:14](=[N:15][CH:16]=[C:11]([N:7]3[C:8]4[C:4](=[CH:3][C:2]([Cl:1])=[CH:10][CH:9]=4)[C:5]([CH3:36])=[N:6]3)[N:12]=2)[NH:17][CH:18]=1)=[O:21])([CH3:27])[CH3:26]. (2) The reactants are C(=O)([O-])[O-].[K+].[K+].CN(C)CCN.I[C:14]1[CH:15]=[N:16][CH:17]=[CH:18][CH:19]=1.[NH:20]1[CH2:24][CH2:23][CH2:22][C:21]1=[O:25]. The catalyst is [Cu]I.O1CCOCC1. The product is [N:16]1[CH:17]=[CH:18][CH:19]=[C:14]([N:20]2[CH2:24][CH2:23][CH2:22][C:21]2=[O:25])[CH:15]=1. The yield is 0.940. (3) The reactants are [F:1][C:2]1[CH:7]=[C:6]([N+:8]([O-])=O)[CH:5]=[C:4]([F:11])[C:3]=1[N:12]1[CH2:17][CH2:16][O:15][CH2:14][CH2:13]1.[BH4-].[Na+]. The catalyst is CO.C(OCC)(=O)C.O.O.O.O.O.O.[Ni](Cl)Cl. The product is [F:11][C:4]1[CH:5]=[C:6]([NH2:8])[CH:7]=[C:2]([F:1])[C:3]=1[N:12]1[CH2:13][CH2:14][O:15][CH2:16][CH2:17]1. The yield is 0.900. (4) The reactants are [NH2:1][C:2]1[S:3][C:4]([C:7]([O:9][CH2:10][CH3:11])=[O:8])=[CH:5][N:6]=1.[C:12]([C:16]1[CH:24]=[CH:23][C:19]([C:20](Cl)=[O:21])=[CH:18][CH:17]=1)([CH3:15])([CH3:14])[CH3:13].N1C=CC=CC=1.CCCCCC. The catalyst is ClCCl. The product is [CH2:10]([O:9][C:7]([C:4]1[S:3][C:2]([NH:1][C:20](=[O:21])[C:19]2[CH:23]=[CH:24][C:16]([C:12]([CH3:14])([CH3:13])[CH3:15])=[CH:17][CH:18]=2)=[N:6][CH:5]=1)=[O:8])[CH3:11]. The yield is 0.880.